This data is from Full USPTO retrosynthesis dataset with 1.9M reactions from patents (1976-2016). The task is: Predict the reactants needed to synthesize the given product. Given the product [CH:1]1[C:11]2[C:10](=[CH:12][C:13]3[CH:14]=[C:15]([NH:19][S:25]([CH3:24])(=[O:27])=[O:26])[CH:16]=[CH:17][CH:18]=3)[C:9]3[CH:20]=[CH:21][CH:22]=[CH:23][C:8]=3[CH2:7][O:6][C:5]=2[CH:4]=[CH:3][CH:2]=1, predict the reactants needed to synthesize it. The reactants are: [CH:1]1[C:11]2[C:10](=[CH:12][C:13]3[CH:14]=[C:15]([NH2:19])[CH:16]=[CH:17][CH:18]=3)[C:9]3[CH:20]=[CH:21][CH:22]=[CH:23][C:8]=3[CH2:7][O:6][C:5]=2[CH:4]=[CH:3][CH:2]=1.[CH3:24][S:25](Cl)(=[O:27])=[O:26].